Dataset: HIV replication inhibition screening data with 41,000+ compounds from the AIDS Antiviral Screen. Task: Binary Classification. Given a drug SMILES string, predict its activity (active/inactive) in a high-throughput screening assay against a specified biological target. (1) The drug is CCSCCCCCCCCCCC(=O)O. The result is 0 (inactive). (2) The compound is O=C1OC2(c3ccccc3Oc3ccccc32)c2ccccc21. The result is 0 (inactive).